Task: Predict the product of the given reaction.. Dataset: Forward reaction prediction with 1.9M reactions from USPTO patents (1976-2016) (1) The product is: [CH2:1]([O:19][C:18](=[O:20])[C:17]1[CH:21]=[C:22]([F:25])[CH:23]=[CH:24][C:16]=1[O:15][CH2:1][C:2]1[CH:7]=[CH:6][CH:5]=[CH:4][CH:3]=1)[C:2]1[CH:7]=[CH:6][CH:5]=[CH:4][CH:3]=1. Given the reactants [CH2:1](Br)[C:2]1[CH:7]=[CH:6][CH:5]=[CH:4][CH:3]=1.C(=O)([O-])[O-].[Cs+].[Cs+].[OH:15][C:16]1[CH:24]=[CH:23][C:22]([F:25])=[CH:21][C:17]=1[C:18]([OH:20])=[O:19], predict the reaction product. (2) Given the reactants [NH2:1][CH2:2][C@@H:3]([C:12]1[CH:21]=[CH:20][C:19]([OH:22])=[C:18]2[C:13]=1[CH:14]=[CH:15][C:16](=[O:23])[NH:17]2)[O:4][Si:5]([C:8]([CH3:11])([CH3:10])[CH3:9])([CH3:7])[CH3:6].[Cl:24][C:25]1[CH:30]=[CH:29][CH:28]=[C:27]([Cl:31])[C:26]=1[CH2:32][CH2:33][O:34][CH2:35][CH2:36][N:37]1[CH2:44][CH2:43][C:40]2([O:42][CH2:41]2)[CH2:39][CH2:38]1, predict the reaction product. The product is: [Si:5]([O:4][C@H:3]([C:12]1[CH:21]=[CH:20][C:19]([OH:22])=[C:18]2[C:13]=1[CH:14]=[CH:15][C:16](=[O:23])[NH:17]2)[CH2:2][NH:1][CH2:41][C:40]1([OH:42])[CH2:43][CH2:44][N:37]([CH2:36][CH2:35][O:34][CH2:33][CH2:32][C:26]2[C:27]([Cl:31])=[CH:28][CH:29]=[CH:30][C:25]=2[Cl:24])[CH2:38][CH2:39]1)([C:8]([CH3:11])([CH3:10])[CH3:9])([CH3:7])[CH3:6]. (3) The product is: [Br:1][C:2]1[C:11]([F:12])=[CH:10][CH:9]=[C:8]2[C:3]=1[CH2:4][CH2:5][N:6]1[C:18](=[O:28])[CH2:19][NH:20][C:21](=[O:22])[CH:13]=[C:7]12. Given the reactants [Br:1][C:2]1[C:11]([F:12])=[CH:10][CH:9]=[C:8]2[C:3]=1[CH2:4][CH2:5][N:6]([C:18](=[O:28])[CH2:19][NH:20][C:21](OC(C)(C)C)=[O:22])[CH:7]2[CH2:13]C(OC)=O.BrC1C(F)=CC=C2C=1CCNC2CC(OC)=O.C(NCC(O)=O)(OC(C)(C)C)=O.C(N(CC)CC)C.Cl, predict the reaction product. (4) Given the reactants [O:1]=[C:2]1[C@@H:6]2[CH2:7][N:8]([C:10]([O:12][CH2:13][C:14]3[CH:19]=[CH:18][CH:17]=[CH:16][CH:15]=3)=[O:11])[CH2:9][C@@H:5]2[CH2:4][CH2:3]1.[BH4-].[Li+], predict the reaction product. The product is: [OH:1][CH:2]1[C@@H:6]2[CH2:7][N:8]([C:10]([O:12][CH2:13][C:14]3[CH:19]=[CH:18][CH:17]=[CH:16][CH:15]=3)=[O:11])[CH2:9][C@@H:5]2[CH2:4][CH2:3]1. (5) Given the reactants Cl[CH2:2][CH2:3][O:4][CH:5]1[CH:10]([NH:11][C:12](=[O:14])[CH3:13])[CH:9]([OH:15])[CH:8]([OH:16])[CH:7]([CH2:17][OH:18])[O:6]1.[N-:19]=[N+:20]=[N-:21].[Na+], predict the reaction product. The product is: [N:19]([CH2:2][CH2:3][O:4][CH:5]1[CH:10]([NH:11][C:12](=[O:14])[CH3:13])[CH:9]([OH:15])[CH:8]([OH:16])[CH:7]([CH2:17][OH:18])[O:6]1)=[N+:20]=[N-:21]. (6) Given the reactants Cl[C:2]1[C:11]2[C:10](=[O:12])[NH:9][CH:8]=[N:7][C:6]=2[CH:5]=[C:4]([Cl:13])[N:3]=1.[CH3:14][O:15][C:16]1[CH:22]=[C:21]([N:23]2[CH2:28][CH2:27][N:26]([CH3:29])[CH2:25][CH2:24]2)[CH:20]=[CH:19][C:17]=1[NH2:18].C(N(CC)CC)C, predict the reaction product. The product is: [CH3:14][O:15][C:16]1[CH:22]=[C:21]([N:23]2[CH2:24][CH2:25][N:26]([CH3:29])[CH2:27][CH2:28]2)[CH:20]=[CH:19][C:17]=1[NH:18][C:2]1[C:11]2[C:10](=[O:12])[NH:9][CH:8]=[N:7][C:6]=2[CH:5]=[C:4]([Cl:13])[N:3]=1.